From a dataset of Peptide-MHC class I binding affinity with 185,985 pairs from IEDB/IMGT. Regression. Given a peptide amino acid sequence and an MHC pseudo amino acid sequence, predict their binding affinity value. This is MHC class I binding data. (1) The peptide sequence is RSVWIPGRW. The MHC is HLA-B39:01 with pseudo-sequence HLA-B39:01. The binding affinity (normalized) is 0.0847. (2) The peptide sequence is KLYSYGIGY. The MHC is HLA-A11:01 with pseudo-sequence HLA-A11:01. The binding affinity (normalized) is 0.600. (3) The peptide sequence is VIPDGFKL. The MHC is Mamu-A01 with pseudo-sequence Mamu-A01. The binding affinity (normalized) is 0.586. (4) The MHC is HLA-B35:01 with pseudo-sequence HLA-B35:01. The peptide sequence is VPTNDHIPV. The binding affinity (normalized) is 0.393. (5) The peptide sequence is LLLIALWNL. The MHC is HLA-B44:02 with pseudo-sequence HLA-B44:02. The binding affinity (normalized) is 0. (6) The peptide sequence is LRKERLAKL. The MHC is HLA-B08:01 with pseudo-sequence HLA-B08:01. The binding affinity (normalized) is 0.276.